Dataset: NCI-60 drug combinations with 297,098 pairs across 59 cell lines. Task: Regression. Given two drug SMILES strings and cell line genomic features, predict the synergy score measuring deviation from expected non-interaction effect. (1) Drug 1: C1=C(C(=O)NC(=O)N1)N(CCCl)CCCl. Drug 2: CN(C(=O)NC(C=O)C(C(C(CO)O)O)O)N=O. Cell line: IGROV1. Synergy scores: CSS=32.8, Synergy_ZIP=4.25, Synergy_Bliss=2.78, Synergy_Loewe=-9.95, Synergy_HSA=3.85. (2) Drug 1: CCC1=C2CN3C(=CC4=C(C3=O)COC(=O)C4(CC)O)C2=NC5=C1C=C(C=C5)O. Drug 2: C1=NC2=C(N1)C(=S)N=CN2. Cell line: SK-MEL-2. Synergy scores: CSS=11.9, Synergy_ZIP=1.58, Synergy_Bliss=1.88, Synergy_Loewe=-31.1, Synergy_HSA=-7.65. (3) Drug 1: CC1=C(C(=O)C2=C(C1=O)N3CC4C(C3(C2COC(=O)N)OC)N4)N. Drug 2: C(CN)CNCCSP(=O)(O)O. Cell line: A549. Synergy scores: CSS=40.5, Synergy_ZIP=2.25, Synergy_Bliss=2.33, Synergy_Loewe=-29.3, Synergy_HSA=2.45. (4) Drug 1: C1CN1C2=NC(=NC(=N2)N3CC3)N4CC4. Drug 2: CC12CCC3C(C1CCC2=O)CC(=C)C4=CC(=O)C=CC34C. Cell line: OVCAR3. Synergy scores: CSS=38.5, Synergy_ZIP=2.68, Synergy_Bliss=2.24, Synergy_Loewe=-2.16, Synergy_HSA=-1.73. (5) Drug 1: CC1=C(C=C(C=C1)NC2=NC=CC(=N2)N(C)C3=CC4=NN(C(=C4C=C3)C)C)S(=O)(=O)N.Cl. Drug 2: C1CCC(CC1)NC(=O)N(CCCl)N=O. Cell line: HOP-92. Synergy scores: CSS=30.8, Synergy_ZIP=-7.58, Synergy_Bliss=2.15, Synergy_Loewe=0.126, Synergy_HSA=3.12. (6) Drug 1: CC1CCC2CC(C(=CC=CC=CC(CC(C(=O)C(C(C(=CC(C(=O)CC(OC(=O)C3CCCCN3C(=O)C(=O)C1(O2)O)C(C)CC4CCC(C(C4)OC)O)C)C)O)OC)C)C)C)OC. Drug 2: CN(C(=O)NC(C=O)C(C(C(CO)O)O)O)N=O. Cell line: UACC62. Synergy scores: CSS=14.7, Synergy_ZIP=-3.49, Synergy_Bliss=-2.72, Synergy_Loewe=-8.77, Synergy_HSA=-1.59. (7) Drug 1: C1CCC(C1)C(CC#N)N2C=C(C=N2)C3=C4C=CNC4=NC=N3. Drug 2: C1=NC2=C(N1)C(=S)N=CN2. Cell line: HOP-92. Synergy scores: CSS=1.09, Synergy_ZIP=-11.6, Synergy_Bliss=-22.0, Synergy_Loewe=-32.7, Synergy_HSA=-20.8. (8) Drug 1: CC1=C2C(C(=O)C3(C(CC4C(C3C(C(C2(C)C)(CC1OC(=O)C(C(C5=CC=CC=C5)NC(=O)C6=CC=CC=C6)O)O)OC(=O)C7=CC=CC=C7)(CO4)OC(=O)C)O)C)OC(=O)C. Drug 2: CCC1(CC2CC(C3=C(CCN(C2)C1)C4=CC=CC=C4N3)(C5=C(C=C6C(=C5)C78CCN9C7C(C=CC9)(C(C(C8N6C)(C(=O)OC)O)OC(=O)C)CC)OC)C(=O)OC)O.OS(=O)(=O)O. Cell line: SNB-19. Synergy scores: CSS=2.33, Synergy_ZIP=-0.626, Synergy_Bliss=-1.34, Synergy_Loewe=1.84, Synergy_HSA=-0.553. (9) Drug 1: CC1=CC2C(CCC3(C2CCC3(C(=O)C)OC(=O)C)C)C4(C1=CC(=O)CC4)C. Drug 2: CN1C2=C(C=C(C=C2)N(CCCl)CCCl)N=C1CCCC(=O)O.Cl. Cell line: OVCAR3. Synergy scores: CSS=9.56, Synergy_ZIP=-1.10, Synergy_Bliss=1.83, Synergy_Loewe=-5.14, Synergy_HSA=-1.64. (10) Drug 1: C1=NC2=C(N1)C(=S)N=CN2. Drug 2: CC1CCCC2(C(O2)CC(NC(=O)CC(C(C(=O)C(C1O)C)(C)C)O)C(=CC3=CSC(=N3)C)C)C. Cell line: TK-10. Synergy scores: CSS=50.8, Synergy_ZIP=-3.16, Synergy_Bliss=-2.91, Synergy_Loewe=-1.52, Synergy_HSA=-0.374.